Dataset: Forward reaction prediction with 1.9M reactions from USPTO patents (1976-2016). Task: Predict the product of the given reaction. Given the reactants O1C2C=CC=CC=2OB1.[Br:10][C:11]1[C:12]([N:27]2[CH2:32][CH2:31][CH:30]([C:33]3[CH:38]=[CH:37][CH:36]=[CH:35][CH:34]=3)[CH2:29][CH2:28]2)=[C:13]([C:19](=[O:26])[C:20]([O:22][CH:23]([CH3:25])[CH3:24])=[O:21])[C:14]([CH3:18])=[N:15][C:16]=1[CH3:17].CB1N2CCC[C@@H]2C(C2C=CC=CC=2)(C2C=CC=CC=2)O1, predict the reaction product. The product is: [Br:10][C:11]1[C:12]([N:27]2[CH2:32][CH2:31][CH:30]([C:33]3[CH:38]=[CH:37][CH:36]=[CH:35][CH:34]=3)[CH2:29][CH2:28]2)=[C:13]([C@H:19]([OH:26])[C:20]([O:22][CH:23]([CH3:25])[CH3:24])=[O:21])[C:14]([CH3:18])=[N:15][C:16]=1[CH3:17].